This data is from Full USPTO retrosynthesis dataset with 1.9M reactions from patents (1976-2016). The task is: Predict the reactants needed to synthesize the given product. (1) The reactants are: [ClH:1].Cl.[CH3:3][N:4]1[CH2:9][CH2:8][N:7]([CH2:10][C:11]2[CH:19]=[CH:18][C:14]([C:15](O)=[O:16])=[CH:13][CH:12]=2)[CH2:6][CH2:5]1.S(Cl)([Cl:22])=O.CN(C)C=O. Given the product [ClH:22].[ClH:1].[CH3:3][N:4]1[CH2:9][CH2:8][N:7]([CH2:10][C:11]2[CH:19]=[CH:18][C:14]([C:15]([Cl:22])=[O:16])=[CH:13][CH:12]=2)[CH2:6][CH2:5]1, predict the reactants needed to synthesize it. (2) Given the product [Cl:21][C:22]1[CH:23]=[C:24]([CH:27]=[CH:28][CH:29]=1)[CH2:25][NH:26][C:14]([C:12]1[S:13][C:9]([S:8][C:7]2[C:6]([Cl:20])=[CH:5][N:4]=[CH:3][C:2]=2[Cl:1])=[C:10]([N+:17]([O-:19])=[O:18])[CH:11]=1)=[O:16], predict the reactants needed to synthesize it. The reactants are: [Cl:1][C:2]1[CH:3]=[N:4][CH:5]=[C:6]([Cl:20])[C:7]=1[S:8][C:9]1[S:13][C:12]([C:14]([OH:16])=O)=[CH:11][C:10]=1[N+:17]([O-:19])=[O:18].[Cl:21][C:22]1[CH:23]=[C:24]([CH:27]=[CH:28][CH:29]=1)[CH2:25][NH2:26]. (3) Given the product [C:37]([C:34]1[CH:35]=[CH:36][C:31]([C:18]2[CH:19]=[CH:20][C:15]([C:12]3([C:10]([NH:9][NH:8][C:6]([O:5][C:1]([CH3:4])([CH3:2])[CH3:3])=[O:7])=[O:11])[CH2:14][CH2:13]3)=[CH:16][CH:17]=2)=[N:32][CH:33]=1)#[N:38], predict the reactants needed to synthesize it. The reactants are: [C:1]([O:5][C:6]([NH:8][NH:9][C:10]([C:12]1([C:15]2[CH:20]=[CH:19][C:18](B3OC(C)(C)C(C)(C)O3)=[CH:17][CH:16]=2)[CH2:14][CH2:13]1)=[O:11])=[O:7])([CH3:4])([CH3:3])[CH3:2].Cl[C:31]1[CH:36]=[CH:35][C:34]([C:37]#[N:38])=[CH:33][N:32]=1.C(=O)([O-])[O-].[K+].[K+]. (4) Given the product [NH:29]1[CH2:30][CH2:31][CH:26]([C:2]([C:4]2[S:5][C:6]([C:9]3[CH:14]=[CH:13][CH:12]=[C:11]([NH:15][C:16]4[N:21]=[C:20]([C:22]([F:23])([F:24])[F:25])[CH:19]=[CH:18][N:17]=4)[CH:10]=3)=[CH:7][N:8]=2)([OH:1])[CH3:3])[CH2:27][CH2:28]1, predict the reactants needed to synthesize it. The reactants are: [OH:1][C:2]([CH:26]1[CH2:31][CH2:30][N:29](C(OC(C)(C)C)=O)[CH2:28][CH2:27]1)([C:4]1[S:5][C:6]([C:9]2[CH:14]=[CH:13][CH:12]=[C:11]([NH:15][C:16]3[N:21]=[C:20]([C:22]([F:25])([F:24])[F:23])[CH:19]=[CH:18][N:17]=3)[CH:10]=2)=[CH:7][N:8]=1)[CH3:3].C(O)(C(F)(F)F)=O. (5) The reactants are: [F:1][C:2]([F:13])([F:12])[C:3]1[CH:11]=[CH:10][C:6]([C:7]([OH:9])=O)=[CH:5][CH:4]=1.C(Cl)(=O)C(Cl)=O.[NH:20]1[CH2:24][CH2:23][CH2:22][CH2:21]1.C(N(C(C)C)CC)(C)C. Given the product [N:20]1([C:7]([C:6]2[CH:5]=[CH:4][C:3]([C:2]([F:1])([F:13])[F:12])=[CH:11][CH:10]=2)=[O:9])[CH2:24][CH2:23][CH2:22][CH2:21]1, predict the reactants needed to synthesize it. (6) Given the product [O:26]=[C:25]1[N:11]([NH:12][C:13]([C:15]2[NH:16][C:17]3[C:22]([CH:23]=2)=[CH:21][C:20]([Cl:24])=[CH:19][CH:18]=3)=[O:14])[C:9](=[O:10])[CH2:8][N:1]1[C:2]1[CH:3]=[CH:4][CH:5]=[CH:6][CH:7]=1, predict the reactants needed to synthesize it. The reactants are: [NH:1]([CH2:8][C:9]([NH:11][NH:12][C:13]([C:15]1[NH:16][C:17]2[C:22]([CH:23]=1)=[CH:21][C:20]([Cl:24])=[CH:19][CH:18]=2)=[O:14])=[O:10])[C:2]1[CH:7]=[CH:6][CH:5]=[CH:4][CH:3]=1.[C:25](N1C=CN=C1)(N1C=CN=C1)=[O:26].C(O)(=O)CC(CC(O)=O)(C(O)=O)O. (7) Given the product [CH3:1][N:2]1[C:6]([C:7]2[CH:8]=[C:9]([C:12]([OH:14])=[O:13])[O:10][CH:11]=2)=[CH:5][CH:4]=[N:3]1, predict the reactants needed to synthesize it. The reactants are: [CH3:1][N:2]1[C:6]([C:7]2[CH:8]=[C:9]([C:12]([O:14]C)=[O:13])[O:10][CH:11]=2)=[CH:5][CH:4]=[N:3]1.[OH-].[Na+]. (8) Given the product [ClH:50].[C:1]([C:4]1[CH:5]=[CH:6][C:7]([C:8]([N:10]2[CH2:16][C@H:15]([NH:17][C:18](=[O:30])[C@H:19]([NH:21][CH3:22])[CH3:20])[C:14](=[O:31])[N:13]([CH2:32][C:33]3[C:42]4[C:37](=[CH:38][CH:39]=[CH:40][CH:41]=4)[CH:36]=[CH:35][C:34]=3[CH3:43])[C:12]3[CH:44]=[CH:45][CH:46]=[CH:47][C:11]2=3)=[O:9])=[CH:48][CH:49]=1)(=[O:3])[CH3:2], predict the reactants needed to synthesize it. The reactants are: [C:1]([C:4]1[CH:49]=[CH:48][C:7]([C:8]([N:10]2[CH2:16][C@H:15]([NH:17][C:18](=[O:30])[C@H:19]([N:21](C)[C:22](=O)OC(C)(C)C)[CH3:20])[C:14](=[O:31])[N:13]([CH2:32][C:33]3[C:42]4[C:37](=[CH:38][CH:39]=[CH:40][CH:41]=4)[CH:36]=[CH:35][C:34]=3[CH3:43])[C:12]3[CH:44]=[CH:45][CH:46]=[CH:47][C:11]2=3)=[O:9])=[CH:6][CH:5]=1)(=[O:3])[CH3:2].[ClH:50]. (9) Given the product [C:3]([OH:5])(=[O:4])[CH3:2].[Cl:41][C:35]1[C:36]([Cl:40])=[CH:37][CH:38]=[CH:39][C:34]=1[N:33]1[C:29]([NH:28][CH2:27][C:26]2[C:21]([N:18]3[CH2:19][CH2:20][NH:15][CH2:16][CH2:17]3)=[N:22][CH:23]=[CH:24][CH:25]=2)=[N:30][N:31]=[N:32]1, predict the reactants needed to synthesize it. The reactants are: F[C:2](F)(F)[C:3]([OH:5])=[O:4].C(OC([N:15]1[CH2:20][CH2:19][N:18]([C:21]2[C:26]([CH2:27][NH:28][C:29]3[N:33]([C:34]4[CH:39]=[CH:38][CH:37]=[C:36]([Cl:40])[C:35]=4[Cl:41])[N:32]=[N:31][N:30]=3)=[CH:25][CH:24]=[CH:23][N:22]=2)[CH2:17][CH2:16]1)=O)(C)(C)C.